From a dataset of Retrosynthesis with 50K atom-mapped reactions and 10 reaction types from USPTO. Predict the reactants needed to synthesize the given product. (1) Given the product CCCC1CC(=O)C(Cl)=C(NC(Cc2ccc3c(c2)CCN3C(=O)c2c(Cl)cncc2Cl)C(=O)O)C1, predict the reactants needed to synthesize it. The reactants are: CCCC1CC(=O)C(Cl)=C(NC(Cc2ccc3c(c2)CCN3C(=O)c2c(Cl)cncc2Cl)C(=O)OC)C1. (2) Given the product Nc1nc(-c2ccc(C(F)(F)F)c(F)c2)c[nH]1, predict the reactants needed to synthesize it. The reactants are: CC(=O)Nc1nc(-c2ccc(C(F)(F)F)c(F)c2)c[nH]1.